The task is: Predict the reaction yield, written as a fraction of the theoretical maximum amount of product (1.0 means a 100% yield; for example, 0.34 means a 34% yield).. This data is from Reaction yield outcomes from USPTO patents with 853,638 reactions. (1) The reactants are [N:1]1[C:2]([C:17](OCC)=[O:18])=[CH:3][N:4]2[CH2:9][CH2:8][N:7]([C:10]([O:12][C:13]([CH3:16])([CH3:15])[CH3:14])=[O:11])[CH2:6][C:5]=12.[H-].[H-].[H-].[H-].[Li+].[Al+3]. The catalyst is C1COCC1. The product is [OH:18][CH2:17][C:2]1[N:1]=[C:5]2[CH2:6][N:7]([C:10]([O:12][C:13]([CH3:15])([CH3:14])[CH3:16])=[O:11])[CH2:8][CH2:9][N:4]2[CH:3]=1. The yield is 0.698. (2) The reactants are [C:1]1([C:7]#[CH:8])[CH:6]=[CH:5][CH:4]=[CH:3][CH:2]=1.[Li]CCCC.[CH:14]([C@@H:16]1[N:20]([CH3:21])[C:19](=[O:22])[CH2:18][C@@H:17]1[C:23]1[CH:28]=[CH:27][CH:26]=[CH:25][CH:24]=1)=[O:15].[NH4+].[Cl-]. The catalyst is C1COCC1. The product is [OH:15][C@@H:14]([C@@H:16]1[N:20]([CH3:21])[C:19](=[O:22])[CH2:18][C@@H:17]1[C:23]1[CH:28]=[CH:27][CH:26]=[CH:25][CH:24]=1)[C:8]#[C:7][C:1]1[CH:6]=[CH:5][CH:4]=[CH:3][CH:2]=1. The yield is 0.400. (3) The catalyst is C(Cl)(Cl)Cl. The product is [C:26]([O:28][CH2:15][C:11]1[CH:10]=[C:9]([CH3:16])[C:8]2[CH:7]=[C:6]3[O:17][C:2]([CH3:18])([CH3:1])[CH:3]=[CH:4][C:5]3=[CH:14][C:13]=2[N:12]=1)(=[O:27])[CH3:22]. The reactants are [CH3:1][C:2]1([CH3:18])[O:17][C:6]2=[CH:7][C:8]3[C:9]([CH3:16])=[CH:10][C:11]([CH3:15])=[N:12][C:13]=3[CH:14]=[C:5]2[CH:4]=[CH:3]1.ClC1C=CC=[C:22]([C:26]([O:28]O)=[O:27])C=1.CO.S([O-])([O-])(=O)=S.[Na+].[Na+]. The yield is 0.640. (4) The reactants are C([N:8]1[CH2:13][CH2:12][C:11](=[O:14])[CH:10]([CH3:15])[CH2:9]1)C1C=CC=CC=1.[C:24](O[C:24]([O:26][C:27]([CH3:30])([CH3:29])[CH3:28])=[O:25])([O:26][C:27]([CH3:30])([CH3:29])[CH3:28])=[O:25].[H][H]. The catalyst is CO.[OH-].[Pd+2].[OH-]. The product is [CH3:15][CH:10]1[C:11](=[O:14])[CH2:12][CH2:13][N:8]([C:24]([O:26][C:27]([CH3:28])([CH3:29])[CH3:30])=[O:25])[CH2:9]1. The yield is 0.950. (5) The reactants are [F:1][C@:2]1([CH3:18])[C@H:6]([OH:7])[C@@H:5]([CH2:8]O)[O:4][C@H:3]1[N:10]1[CH:15]=[CH:14][C:13](=[O:16])[NH:12][C:11]1=[O:17].C1C=CC(P(C2C=CC=CC=2)C2C=CC=CC=2)=CC=1.N1C=CN=C1.[I:43]I. The catalyst is C1COCC1. The product is [F:1][C@:2]1([CH3:18])[C@H:6]([OH:7])[C@@H:5]([CH2:8][I:43])[O:4][C@H:3]1[N:10]1[CH:15]=[CH:14][C:13](=[O:16])[NH:12][C:11]1=[O:17]. The yield is 0.940. (6) The reactants are [Cl:1][C:2]1[C:3]([N:8]2[CH2:13][CH:12]([CH3:14])[NH:11][CH:10]([CH3:15])[CH2:9]2)=[N:4][CH:5]=[CH:6][CH:7]=1.[Cl:16][C:17]1[CH:18]=[C:19]([S:24](Cl)(=[O:26])=[O:25])[CH:20]=[CH:21][C:22]=1[Cl:23].C(N(C(C)C)CC)(C)C. The catalyst is ClCCl. The product is [Cl:1][C:2]1[C:3]([N:8]2[CH2:13][CH:12]([CH3:14])[N:11]([S:24]([C:19]3[CH:20]=[CH:21][C:22]([Cl:23])=[C:17]([Cl:16])[CH:18]=3)(=[O:26])=[O:25])[CH:10]([CH3:15])[CH2:9]2)=[N:4][CH:5]=[CH:6][CH:7]=1. The yield is 0.130. (7) The reactants are COC1C(OC)=CC(C(O)CCN(C)C(=O)CCCC[C:20]([O:22]C)=[O:21])=C([N+]([O-])=O)C=1.C([N:32]1[CH:36]=[CH:35][N:34]=[CH:33]1)([N:32]1[CH:36]=[CH:35][N:34]=[CH:33]1)=O. The catalyst is C(Cl)Cl. The product is [C:20](=[O:21])([OH:22])[NH2:32].[NH:32]1[CH:36]=[CH:35][N:34]=[CH:33]1. The yield is 0.660. (8) The reactants are C([O:5][C:6](=[O:91])[CH2:7][C@H:8]([O:21]/[N:22]=[C:23](/[C:78]1[N:79]=[C:80]([NH:83]C(OC(C)(C)C)=O)[S:81][CH:82]=1)\[C:24]([NH:26][C@@H:27]1[C:34](=[O:35])[N:33]2[C@@H:28]1[S:29][CH2:30][C:31]([CH2:48][N+:49]1([CH2:54][CH2:55][N:56]3[CH2:61][CH2:60][N:59]4[CH:62]=[C:63]([O:67]CC5C=CC(OC)=CC=5)[C:64](=[O:66])[CH:65]=[C:58]4[C:57]3=[O:77])[CH2:53][CH2:52][CH2:51][CH2:50]1)=[C:32]2[C:36]([O:38]CC1C=CC(OC)=CC=1)=[O:37])=[O:25])[C:9]([O:11]CC1C=CC(OC)=CC=1)=[O:10])(C)(C)C.C1(OC)C=CC=CC=1.FC(F)(F)C(O)=O.C(OC(C)C)(C)C. The catalyst is ClCCl.O. The product is [NH2:83][C:80]1[S:81][CH:82]=[C:78](/[C:23](=[N:22]/[O:21][C@H:8]([C:9]([OH:11])=[O:10])[CH2:7][C:6]([OH:91])=[O:5])/[C:24]([NH:26][C@@H:27]2[C:34](=[O:35])[N:33]3[C@@H:28]2[S:29][CH2:30][C:31]([CH2:48][N+:49]2([CH2:54][CH2:55][N:56]4[CH2:61][CH2:60][N:59]5[CH:62]=[C:63]([OH:67])[C:64](=[O:66])[CH:65]=[C:58]5[C:57]4=[O:77])[CH2:53][CH2:52][CH2:51][CH2:50]2)=[C:32]3[C:36]([O-:38])=[O:37])=[O:25])[N:79]=1. The yield is 0.219. (9) The reactants are S1C=C[C:3](B(O)O)=[CH:2]1.[C:9]([O-:12])(O)=[O:10].[Na+].[NH4+].[Cl-].[C:16]1([CH3:22])[CH:21]=C[CH:19]=[CH:18][CH:17]=1. The catalyst is Cl[Pd](Cl)([P](C1C=CC=CC=1)(C1C=CC=CC=1)C1C=CC=CC=1)[P](C1C=CC=CC=1)(C1C=CC=CC=1)C1C=CC=CC=1. The product is [CH3:2][CH2:3][O:12][C:9]([CH3:16])=[O:10].[CH3:19][CH2:18][CH2:17][CH:16]([CH3:22])[CH3:21]. The yield is 0.0200. (10) The reactants are Cl[CH2:2][C:3]([NH:5][C:6]1[CH:7]=[C:8]2[C:13](=[CH:14][CH:15]=1)[CH:12]=[N:11][CH:10]=[CH:9]2)=[O:4].[NH:16]1[CH2:21][CH2:20][O:19][CH2:18][CH2:17]1. The catalyst is CO. The product is [NH3:5].[CH:12]1[C:13]2[C:8](=[CH:7][C:6]([NH:5][C:3](=[O:4])[CH2:2][N:16]3[CH2:21][CH2:20][O:19][CH2:18][CH2:17]3)=[CH:15][CH:14]=2)[CH:9]=[CH:10][N:11]=1. The yield is 0.0200.